The task is: Predict the reactants needed to synthesize the given product.. This data is from Full USPTO retrosynthesis dataset with 1.9M reactions from patents (1976-2016). (1) Given the product [Cl:1][C:2]1[C:10]2[N:9]=[C:8]3[N:11]([C:15]4[CH:20]=[CH:19][C:18]([O:21][CH3:22])=[CH:17][C:16]=4[Cl:23])[CH2:12][CH2:13][CH2:14][N:7]3[C:6]=2[C:5]([CH:24]([CH:26]2[CH2:28][CH2:27]2)[O:25][CH2:62][CH:61]([F:64])[F:60])=[CH:4][CH:3]=1, predict the reactants needed to synthesize it. The reactants are: [Cl:1][C:2]1[C:10]2[N:9]=[C:8]3[N:11]([C:15]4[CH:20]=[CH:19][C:18]([O:21][CH3:22])=[CH:17][C:16]=4[Cl:23])[CH2:12][CH2:13][CH2:14][N:7]3[C:6]=2[C:5]([CH:24]([CH:26]2[CH2:28][CH2:27]2)[OH:25])=[CH:4][CH:3]=1.N(C(N1CCCCC1)=O)=NC(N1CCCCC1)=O.C(P(CCCC)CCCC)CCC.[F:60][CH:61]([F:64])[CH2:62]O. (2) Given the product [Cl:17][C:18]1[CH:24]=[C:23]([Cl:25])[CH:22]=[CH:21][C:19]=1[NH:20][C:2]1[CH:11]=[CH:10][N:9]=[C:8]2[C:3]=1[C:4]1[CH:16]=[CH:15][CH:14]=[CH:13][C:5]=1[C:6](=[O:12])[NH:7]2, predict the reactants needed to synthesize it. The reactants are: Cl[C:2]1[CH:11]=[CH:10][N:9]=[C:8]2[C:3]=1[C:4]1[CH:16]=[CH:15][CH:14]=[CH:13][C:5]=1[C:6](=[O:12])[NH:7]2.[Cl:17][C:18]1[CH:24]=[C:23]([Cl:25])[CH:22]=[CH:21][C:19]=1[NH2:20].